From a dataset of Full USPTO retrosynthesis dataset with 1.9M reactions from patents (1976-2016). Predict the reactants needed to synthesize the given product. Given the product [C:1]([O:5][C:6]([N:8]([CH2:20][C:21]([O:23][C:24]([CH3:27])([CH3:26])[CH3:25])=[O:22])[C:9]1[CH:14]=[CH:13][CH:12]=[C:11]([CH2:15][OH:16])[N:10]=1)=[O:7])([CH3:4])([CH3:3])[CH3:2], predict the reactants needed to synthesize it. The reactants are: [C:1]([O:5][C:6]([N:8]([CH2:20][C:21]([O:23][C:24]([CH3:27])([CH3:26])[CH3:25])=[O:22])[C:9]1[CH:14]=[CH:13][CH:12]=[C:11]([C:15](OCC)=[O:16])[N:10]=1)=[O:7])([CH3:4])([CH3:3])[CH3:2].[Cl-].[Ca+2].[Cl-].[BH4-].[Na+].COCCOCCOCCOCCOC.C(O)(=O)C.